This data is from Full USPTO retrosynthesis dataset with 1.9M reactions from patents (1976-2016). The task is: Predict the reactants needed to synthesize the given product. Given the product [Cl:1][C:2]1[CH:3]=[CH:4][C:5]([C:8]2[N:9]=[C:10]([S:27][CH2:28][C:29]3[CH:34]=[CH:33][CH:32]=[CH:31][N:30]=3)[N:11]([CH2:21][C:22]([OH:24])=[O:23])[C:12]=2[C:13]2[CH:14]=[CH:15][C:16]([O:19][CH3:20])=[CH:17][CH:18]=2)=[CH:6][CH:7]=1, predict the reactants needed to synthesize it. The reactants are: [Cl:1][C:2]1[CH:7]=[CH:6][C:5]([C:8]2[N:9]=[C:10]([S:27][CH2:28][C:29]3[CH:34]=[CH:33][CH:32]=[CH:31][N:30]=3)[N:11]([CH2:21][C:22]([O:24]CC)=[O:23])[C:12]=2[C:13]2[CH:18]=[CH:17][C:16]([O:19][CH3:20])=[CH:15][CH:14]=2)=[CH:4][CH:3]=1.[OH-].[Na+].